From a dataset of NCI-60 drug combinations with 297,098 pairs across 59 cell lines. Regression. Given two drug SMILES strings and cell line genomic features, predict the synergy score measuring deviation from expected non-interaction effect. (1) Drug 1: C1CN(P(=O)(OC1)NCCCl)CCCl. Drug 2: C(CCl)NC(=O)N(CCCl)N=O. Cell line: HOP-62. Synergy scores: CSS=-2.69, Synergy_ZIP=-1.38, Synergy_Bliss=-9.21, Synergy_Loewe=-15.1, Synergy_HSA=-9.59. (2) Drug 1: C1CC(=O)NC(=O)C1N2CC3=C(C2=O)C=CC=C3N. Drug 2: CCC1=CC2CC(C3=C(CN(C2)C1)C4=CC=CC=C4N3)(C5=C(C=C6C(=C5)C78CCN9C7C(C=CC9)(C(C(C8N6C)(C(=O)OC)O)OC(=O)C)CC)OC)C(=O)OC.C(C(C(=O)O)O)(C(=O)O)O. Cell line: SK-MEL-2. Synergy scores: CSS=49.6, Synergy_ZIP=-3.19, Synergy_Bliss=-6.18, Synergy_Loewe=-58.9, Synergy_HSA=-4.73. (3) Synergy scores: CSS=52.0, Synergy_ZIP=-16.4, Synergy_Bliss=-16.6, Synergy_Loewe=-27.8, Synergy_HSA=-12.5. Drug 1: C1=CC(=CC=C1CCCC(=O)O)N(CCCl)CCCl. Cell line: 786-0. Drug 2: C1=CN(C=N1)CC(O)(P(=O)(O)O)P(=O)(O)O. (4) Drug 1: CN(C)N=NC1=C(NC=N1)C(=O)N. Drug 2: C1C(C(OC1N2C=NC3=C(N=C(N=C32)Cl)N)CO)O. Cell line: RPMI-8226. Synergy scores: CSS=-6.86, Synergy_ZIP=3.77, Synergy_Bliss=3.37, Synergy_Loewe=-6.29, Synergy_HSA=-5.12. (5) Drug 1: COC1=C(C=C2C(=C1)N=CN=C2NC3=CC(=C(C=C3)F)Cl)OCCCN4CCOCC4. Drug 2: C1CCC(CC1)NC(=O)N(CCCl)N=O. Cell line: HT29. Synergy scores: CSS=32.8, Synergy_ZIP=0.0845, Synergy_Bliss=-2.74, Synergy_Loewe=-9.84, Synergy_HSA=-1.91. (6) Drug 1: CC(CN1CC(=O)NC(=O)C1)N2CC(=O)NC(=O)C2. Drug 2: C1C(C(OC1N2C=NC3=C(N=C(N=C32)Cl)N)CO)O. Cell line: HT29. Synergy scores: CSS=31.7, Synergy_ZIP=-3.19, Synergy_Bliss=-0.347, Synergy_Loewe=0.487, Synergy_HSA=1.52. (7) Drug 1: CNC(=O)C1=NC=CC(=C1)OC2=CC=C(C=C2)NC(=O)NC3=CC(=C(C=C3)Cl)C(F)(F)F. Drug 2: CC1C(C(CC(O1)OC2CC(CC3=C2C(=C4C(=C3O)C(=O)C5=C(C4=O)C(=CC=C5)OC)O)(C(=O)CO)O)N)O.Cl. Cell line: HOP-92. Synergy scores: CSS=56.6, Synergy_ZIP=3.07, Synergy_Bliss=5.21, Synergy_Loewe=-13.9, Synergy_HSA=5.59. (8) Drug 1: C1=CC(=CC=C1CCC2=CNC3=C2C(=O)NC(=N3)N)C(=O)NC(CCC(=O)O)C(=O)O. Drug 2: CC1CCCC2(C(O2)CC(NC(=O)CC(C(C(=O)C(C1O)C)(C)C)O)C(=CC3=CSC(=N3)C)C)C. Synergy scores: CSS=18.0, Synergy_ZIP=-4.81, Synergy_Bliss=-0.205, Synergy_Loewe=2.77, Synergy_HSA=2.94. Cell line: CAKI-1. (9) Drug 1: CN(CC1=CN=C2C(=N1)C(=NC(=N2)N)N)C3=CC=C(C=C3)C(=O)NC(CCC(=O)O)C(=O)O. Drug 2: C1CC(C1)(C(=O)O)C(=O)O.[NH2-].[NH2-].[Pt+2]. Cell line: HCC-2998. Synergy scores: CSS=43.0, Synergy_ZIP=-3.58, Synergy_Bliss=0.855, Synergy_Loewe=3.81, Synergy_HSA=4.53. (10) Drug 1: C1=C(C(=O)NC(=O)N1)F. Drug 2: C(CN)CNCCSP(=O)(O)O. Cell line: SNB-75. Synergy scores: CSS=13.3, Synergy_ZIP=-2.74, Synergy_Bliss=2.84, Synergy_Loewe=-7.08, Synergy_HSA=1.28.